Task: Regression. Given a peptide amino acid sequence and an MHC pseudo amino acid sequence, predict their binding affinity value. This is MHC class I binding data.. Dataset: Peptide-MHC class I binding affinity with 185,985 pairs from IEDB/IMGT (1) The peptide sequence is YQRALHTSI. The MHC is HLA-A03:01 with pseudo-sequence HLA-A03:01. The binding affinity (normalized) is 0.0847. (2) The peptide sequence is LVTARQKLK. The MHC is HLA-B15:17 with pseudo-sequence HLA-B15:17. The binding affinity (normalized) is 0.0847. (3) The peptide sequence is GLLSDHKSNV. The MHC is H-2-Kb with pseudo-sequence H-2-Kb. The binding affinity (normalized) is 0.0105. (4) The peptide sequence is DTAKPTSVY. The MHC is HLA-A11:01 with pseudo-sequence HLA-A11:01. The binding affinity (normalized) is 0.0847. (5) The peptide sequence is YPLTFGWCF. The MHC is HLA-B35:01 with pseudo-sequence HLA-B35:01. The binding affinity (normalized) is 0.699. (6) The binding affinity (normalized) is 0.868. The MHC is HLA-A68:01 with pseudo-sequence HLA-A68:01. The peptide sequence is TTIITPMMR. (7) The peptide sequence is KTWAYHGSY. The MHC is HLA-A01:01 with pseudo-sequence HLA-A01:01. The binding affinity (normalized) is 0.178.